The task is: Predict the reaction yield, written as a fraction of the theoretical maximum amount of product (1.0 means a 100% yield; for example, 0.34 means a 34% yield).. This data is from Reaction yield outcomes from USPTO patents with 853,638 reactions. (1) The reactants are C(Cl)(=O)C([Cl:4])=O.CN(C)C=O.[C:12]([C:14]1[CH:15]=[CH:16][C:17]([C:20]([OH:22])=O)=[N:18][CH:19]=1)#[N:13].[NH2:23][C:24]1[CH:25]=[CH:26][C:27]([F:41])=[C:28]([C@:30]23[CH2:38][O:37][CH2:36][C@@:35]2([F:39])[CH2:34][S:33][C:32]([NH2:40])=[N:31]3)[CH:29]=1. The catalyst is C(#N)C.C(O)C.O. The product is [ClH:4].[NH2:40][C:32]1[S:33][CH2:34][C@:35]2([F:39])[CH2:36][O:37][CH2:38][C@:30]2([C:28]2[CH:29]=[C:24]([NH:23][C:20]([C:17]3[CH:16]=[CH:15][C:14]([C:12]#[N:13])=[CH:19][N:18]=3)=[O:22])[CH:25]=[CH:26][C:27]=2[F:41])[N:31]=1. The yield is 0.830. (2) The catalyst is O. The product is [CH:1]1([C:4]([C:6]2[CH:15]=[C:14]([CH:16]=[O:17])[C:13]3[C:8]([CH:7]=2)=[CH:9][CH:10]=[CH:11][CH:12]=3)=[O:5])[CH2:2][CH2:3]1. The yield is 0.810. The reactants are [CH:1]1([C:4]([C:6]2[CH:15]=[C:14]([CH:16]3OCCC[O:17]3)[C:13]3[C:8](=[CH:9][CH:10]=[CH:11][CH:12]=3)[CH:7]=2)=[O:5])[CH2:3][CH2:2]1.C(O)(=O)C. (3) The reactants are [CH3:1][O:2][C:3]1[CH:4]=[C:5]([CH2:20][C:21]([O:23]C2C(F)=C(F)C(F)=C(F)C=2F)=O)[CH:6]=[CH:7][C:8]=1[NH:9][C:10]([NH:12][C:13]1[CH:18]=[CH:17][CH:16]=[CH:15][C:14]=1[CH3:19])=[O:11].[Cl:35][C:36]1[CH:37]=[C:38]([CH:43]=[CH:44][C:45]=1[O:46][CH2:47][C@@H:48]([NH2:50])[CH3:49])[C:39]([O:41][CH3:42])=[O:40].CCN(CC)CC. The catalyst is CN(C=O)C.CCOC(C)=O. The product is [Cl:35][C:36]1[CH:37]=[C:38]([CH:43]=[CH:44][C:45]=1[O:46][CH2:47][C@@H:48]([NH:50][C:21](=[O:23])[CH2:20][C:5]1[CH:6]=[CH:7][C:8]([NH:9][C:10]([NH:12][C:13]2[CH:18]=[CH:17][CH:16]=[CH:15][C:14]=2[CH3:19])=[O:11])=[C:3]([O:2][CH3:1])[CH:4]=1)[CH3:49])[C:39]([O:41][CH3:42])=[O:40]. The yield is 0.690. (4) The reactants are CC[C@H]1[C@H]2C[C@H]([C@H](OC3C4C(=CC=CC=4)C(O[C@H](C4C=CN=C5C=4C=C(OC)C=C5)[C@@H]4N5C[C@H](CC)[C@@H](CC5)C4)=NN=3)C3C=CN=C4C=3C=C([O:22]C)C=C4)N(CC2)C1.CS(N)(=O)=O.[NH2:64][C:65]1[N:66]=[CH:67][C:68]([C:84]2[CH:94]=[CH:93][C:87]([C:88]([N:90]([CH3:92])[CH3:91])=[O:89])=[CH:86][CH:85]=2)=[N:69][C:70]=1[C:71]1[O:72][C:73]([C:76]2[CH:81]=[CH:80]C(C=C)=[CH:78][CH:77]=2)=[N:74][N:75]=1.[O-]S([O-])(=S)=O.[Na+].[Na+].[Na+].[Cl-].[C:104]([OH:108])(C)([CH3:106])[CH3:105]. The catalyst is O. The product is [NH2:64][C:65]1[N:66]=[CH:67][C:68]([C:84]2[CH:94]=[CH:93][C:87]([C:88]([N:90]([CH3:92])[CH3:91])=[O:89])=[CH:86][CH:85]=2)=[N:69][C:70]=1[C:71]1[O:72][C:73]([C:76]2[CH:81]=[CH:80][C:105]([CH:104]([OH:108])[CH2:106][OH:22])=[CH:78][CH:77]=2)=[N:74][N:75]=1. The yield is 0.360. (5) The reactants are [CH2:1]([O:3][C:4]1[CH:5]=[C:6]([C:13]2[CH:18]=[CH:17][N:16]=[CH:15][CH:14]=2)[CH:7]=[CH:8][C:9]=1[N+:10]([O-])=O)[CH3:2]. The catalyst is CCOC(C)=O.CO. The product is [CH2:1]([O:3][C:4]1[CH:5]=[C:6]([C:13]2[CH:14]=[CH:15][N:16]=[CH:17][CH:18]=2)[CH:7]=[CH:8][C:9]=1[NH2:10])[CH3:2]. The yield is 0.830. (6) The reactants are Br[CH2:2][CH2:3][CH2:4][O:5][C:6]1[CH:13]=[CH:12][C:9]([C:10]#[N:11])=[CH:8][CH:7]=1.[C:14]1(=[O:24])[NH:18][C:17](=[O:19])[C:16]2=[CH:20][CH:21]=[CH:22][CH:23]=[C:15]12.[K]. The catalyst is CN(C=O)C. The product is [O:19]=[C:17]1[C:16]2[C:15](=[CH:23][CH:22]=[CH:21][CH:20]=2)[C:14](=[O:24])[N:18]1[CH2:2][CH2:3][CH2:4][O:5][C:6]1[CH:13]=[CH:12][C:9]([C:10]#[N:11])=[CH:8][CH:7]=1. The yield is 0.990. (7) The reactants are C1(C(C2C=CC=CC=2)[CH:8]2[O:12][C:11]3=[CH:13][C:14]4[O:15][CH2:16][C:17]5([C:31]=4[CH:32]=[C:10]3[CH2:9]2)[C:25]2[CH:24]=[C:23]3[O:26][CH2:27][CH2:28][O:29][C:22]3=[CH:21][C:20]=2[NH:19][C:18]5=[O:30])C=CC=CC=1.C([SiH](CC)CC)C. The catalyst is FC(F)(F)C(O)=O. The product is [O:26]1[C:23]2=[CH:24][C:25]3[C:17]4([CH2:16][O:15][C:14]5[CH:13]=[C:11]6[C:10](=[CH:32][C:31]4=5)[CH2:9][CH2:8][O:12]6)[C:18](=[O:30])[NH:19][C:20]=3[CH:21]=[C:22]2[O:29][CH2:28][CH2:27]1. The yield is 0.230. (8) The reactants are C([N:8]1[CH2:13][CH2:12][N:11]([CH2:14][CH2:15][CH2:16][C:17]([C:27]#[N:28])([C:21]2[CH:26]=[CH:25][CH:24]=[CH:23][CH:22]=2)[CH:18]([CH3:20])[CH3:19])[CH2:10][CH:9]1[C:29]([O:31][CH2:32][CH3:33])=[O:30])C1C=CC=CC=1.[H][H]. The catalyst is C(O)C.[Pd]. The product is [C:27]([C:17]([C:21]1[CH:26]=[CH:25][CH:24]=[CH:23][CH:22]=1)([CH:18]([CH3:20])[CH3:19])[CH2:16][CH2:15][CH2:14][N:11]1[CH2:12][CH2:13][NH:8][CH:9]([C:29]([O:31][CH2:32][CH3:33])=[O:30])[CH2:10]1)#[N:28]. The yield is 0.930. (9) The reactants are [NH2:1][C:2]1[CH:3]=[N:4][CH:5]=[CH:6][C:7]=1[N:8]1[CH2:13][CH2:12][CH2:11][C@H:10]([NH:14][C:15](=[O:21])[O:16][C:17]([CH3:20])([CH3:19])[CH3:18])[CH2:9]1.[NH2:22][C:23]1[C:24]([C:30](O)=[O:31])=[N:25][C:26]([Br:29])=[CH:27][CH:28]=1. No catalyst specified. The product is [NH2:22][C:23]1[C:24]([C:30]([NH:1][C:2]2[CH:3]=[N:4][CH:5]=[CH:6][C:7]=2[N:8]2[CH2:13][CH2:12][CH2:11][C@H:10]([NH:14][C:15](=[O:21])[O:16][C:17]([CH3:18])([CH3:20])[CH3:19])[CH2:9]2)=[O:31])=[N:25][C:26]([Br:29])=[CH:27][CH:28]=1. The yield is 0.450. (10) The reactants are [NH2:1][C:2]1[C:3]([C:8]([O:10][CH3:11])=[O:9])=[N:4][CH:5]=[CH:6][N:7]=1.[Br:12]N1C(=O)CCC1=O. The catalyst is CC#N. The product is [NH2:1][C:2]1[C:3]([C:8]([O:10][CH3:11])=[O:9])=[N:4][C:5]([Br:12])=[CH:6][N:7]=1. The yield is 0.920.